Dataset: Forward reaction prediction with 1.9M reactions from USPTO patents (1976-2016). Task: Predict the product of the given reaction. (1) Given the reactants [S:1]1[CH:5]=[CH:4][CH:3]=[C:2]1[CH2:6][CH2:7][NH:8][S:9]([NH:12]C(=O)OCC1C=CC=CC=1)(=[O:11])=[O:10].Br.C(O)(=O)C.C(O)(=O)C.C(=O)([O-])O.[Na+], predict the reaction product. The product is: [S:1]1[CH:5]=[CH:4][CH:3]=[C:2]1[CH2:6][CH2:7][NH:8][S:9]([NH2:12])(=[O:11])=[O:10]. (2) Given the reactants [Cl:1][C:2]1[C:15]([C:16]2[NH:20][C:19](=[O:21])[N:18]([C:22]3[CH:27]=[CH:26][C:25]([Cl:28])=[CH:24][CH:23]=3)[N:17]=2)=[CH:14][C:5]([CH2:6][NH:7]C(=O)C(F)(F)F)=[C:4]([F:29])[CH:3]=1.[OH-].[K+].O, predict the reaction product. The product is: [NH2:7][CH2:6][C:5]1[C:4]([F:29])=[CH:3][C:2]([Cl:1])=[C:15]([C:16]2[NH:20][C:19](=[O:21])[N:18]([C:22]3[CH:23]=[CH:24][C:25]([Cl:28])=[CH:26][CH:27]=3)[N:17]=2)[CH:14]=1. (3) Given the reactants [CH:1]1[C:6]([NH:7][C:8]([C:10]2[CH:15]=[CH:14][C:13]([Cl:16])=[N+:12]([O-])[CH:11]=2)=[O:9])=[CH:5][CH:4]=[C:3]([F:18])[CH:2]=1.CNC.C(OCC)(=O)C.O, predict the reaction product. The product is: [Cl:16][C:13]1[CH:14]=[CH:15][C:10]([C:8]([NH:7][C:6]2[CH:1]=[CH:2][C:3]([F:18])=[CH:4][CH:5]=2)=[O:9])=[CH:11][N:12]=1. (4) Given the reactants [F:1][C:2]1[CH:7]=[CH:6][C:5]([C:8]2[CH:13]=[CH:12][C:11]([C@@H:14]([N:16]3[CH2:21][CH2:20][C@@:19]([C:25]4[CH:30]=[CH:29][C:28]([F:31])=[CH:27][CH:26]=4)([CH2:22][CH2:23]O)[O:18][C:17]3=[O:32])[CH3:15])=[CH:10][CH:9]=2)=[CH:4][CH:3]=1.[NH:33]1[CH2:37][CH2:36][CH2:35][CH2:34]1, predict the reaction product. The product is: [F:1][C:2]1[CH:3]=[CH:4][C:5]([C:8]2[CH:9]=[CH:10][C:11]([C@@H:14]([N:16]3[CH2:21][CH2:20][C@@:19]([C:25]4[CH:26]=[CH:27][C:28]([F:31])=[CH:29][CH:30]=4)([CH2:22][CH2:23][N:33]4[CH2:37][CH2:36][CH2:35][CH2:34]4)[O:18][C:17]3=[O:32])[CH3:15])=[CH:12][CH:13]=2)=[CH:6][CH:7]=1. (5) Given the reactants [CH3:1][N:2]1[CH:10]=[C:9]2[C:4]([CH:5]=[CH:6][CH:7]=[C:8]2[C@@H:11]2[CH2:13][C@H:12]2[CH2:14][OH:15])=[N:3]1.C[N+]1([O-])CCOCC1.CC(O)C, predict the reaction product. The product is: [CH3:1][N:2]1[CH:10]=[C:9]2[C:4]([CH:5]=[CH:6][CH:7]=[C:8]2[C@@H:11]2[CH2:13][C@H:12]2[CH:14]=[O:15])=[N:3]1. (6) Given the reactants [NH2:1][C:2]1[CH:3]=[CH:4][C:5]([Cl:8])=[N:6][CH:7]=1.[CH:9](O)=[O:10], predict the reaction product. The product is: [Cl:8][C:5]1[N:6]=[CH:7][C:2]([NH:1][CH:9]=[O:10])=[CH:3][CH:4]=1. (7) Given the reactants [F:1][C:2]([F:19])([F:18])[C:3]1[CH:4]=[C:5]([N:9]2[CH2:14][CH2:13][CH:12]([C:15]([OH:17])=O)[CH2:11][CH2:10]2)[CH:6]=[CH:7][CH:8]=1.C1C=CC2N(O)N=NC=2C=1.C(N=C=NC(C)C)(C)C.N1C2C(=CC=CC=2)C=C(NC(C2CCN(C3C=CC=C(C(F)(F)F)C=3)CC2)=O)C=1.[O:68]1[CH:72]=[CH:71][CH:70]=[C:69]1[C:73]1[CH:74]=[C:75]([NH2:78])[NH:76][N:77]=1, predict the reaction product. The product is: [O:68]1[CH:72]=[CH:71][CH:70]=[C:69]1[C:73]1[CH:74]=[C:75]([NH:78][C:15]([CH:12]2[CH2:11][CH2:10][N:9]([C:5]3[CH:6]=[CH:7][CH:8]=[C:3]([C:2]([F:1])([F:19])[F:18])[CH:4]=3)[CH2:14][CH2:13]2)=[O:17])[NH:76][N:77]=1. (8) Given the reactants [F:1][C:2]1[CH:3]=[C:4]([CH:45]=[C:46]([F:48])[CH:47]=1)[CH2:5][N:6]([CH2:29][C:30](=[O:44])[C:31]1[CH:35]=[CH:34][N:33](COCC[Si](C)(C)C)[N:32]=1)[C:7]([C:9]1[CH:10]=[N:11][N:12]([C@H:18]2[CH2:23][CH2:22][C@H:21]([C:24]([O:26]CC)=[O:25])[CH2:20][CH2:19]2)[C:13]=1[C:14]([F:17])([F:16])[F:15])=[O:8].Cl, predict the reaction product. The product is: [F:48][C:46]1[CH:45]=[C:4]([CH:3]=[C:2]([F:1])[CH:47]=1)[CH2:5][N:6]([CH2:29][C:30](=[O:44])[C:31]1[CH:35]=[CH:34][NH:33][N:32]=1)[C:7]([C:9]1[CH:10]=[N:11][N:12]([C@H:18]2[CH2:23][CH2:22][C@H:21]([C:24]([OH:26])=[O:25])[CH2:20][CH2:19]2)[C:13]=1[C:14]([F:15])([F:16])[F:17])=[O:8].